The task is: Predict the product of the given reaction.. This data is from Forward reaction prediction with 1.9M reactions from USPTO patents (1976-2016). (1) Given the reactants [CH2:1]([N:3]1[C:11]2[CH:10]=[C:9]([F:12])[CH:8]=[C:7]([OH:13])[C:6]=2[C:5]([CH:14]2[CH2:19][CH2:18][CH2:17][NH:16][CH2:15]2)=[CH:4]1)[CH3:2].[C:20]([O:24][C:25](O[C:25]([O:24][C:20]([CH3:23])([CH3:22])[CH3:21])=[O:26])=[O:26])([CH3:23])([CH3:22])[CH3:21], predict the reaction product. The product is: [CH2:1]([N:3]1[C:11]2[C:6](=[C:7]([OH:13])[CH:8]=[C:9]([F:12])[CH:10]=2)[C:5]([CH:14]2[CH2:19][CH2:18][CH2:17][N:16]([C:25]([O:24][C:20]([CH3:23])([CH3:22])[CH3:21])=[O:26])[CH2:15]2)=[CH:4]1)[CH3:2]. (2) The product is: [C:26]([O:25][C:23]([N:20]1[CH2:21][CH2:22][C@@H:18]([N:17]([C:15](=[O:16])[C:14]2[CH:13]=[CH:12][C:11]([CH2:10][N:1]3[C:5]4[CH:6]=[CH:7][CH:8]=[CH:9][C:4]=4[N:3]=[CH:2]3)=[CH:31][CH:30]=2)[CH3:32])[CH2:19]1)=[O:24])([CH3:27])([CH3:28])[CH3:29]. Given the reactants [N:1]1([CH2:10][C:11]2[CH:31]=[CH:30][C:14]([C:15]([NH:17][C@@H:18]3[CH2:22][CH2:21][N:20]([C:23]([O:25][C:26]([CH3:29])([CH3:28])[CH3:27])=[O:24])[CH2:19]3)=[O:16])=[CH:13][CH:12]=2)[C:5]2[CH:6]=[CH:7][CH:8]=[CH:9][C:4]=2[N:3]=[CH:2]1.[CH3:32]O, predict the reaction product. (3) Given the reactants [Cl:1][C:2]1[CH:7]=[CH:6][N:5]=[C:4]2[C:8]([C:11](=[O:15])[C:12]([OH:14])=O)=[CH:9][NH:10][C:3]=12.[C:16]1([C:22](=[C:25]2[CH2:30][CH2:29][NH:28][CH2:27][CH2:26]2)[C:23]#[N:24])[CH:21]=[CH:20][CH:19]=[CH:18][CH:17]=1.CCOP(ON1N=NC2C=CC=CC=2C1=O)(OCC)=O.C(N(C(C)C)C(C)C)C, predict the reaction product. The product is: [Cl:1][C:2]1[CH:7]=[CH:6][N:5]=[C:4]2[C:8]([C:11](=[O:15])[C:12]([N:28]3[CH2:27][CH2:26][C:25](=[C:22]([C:16]4[CH:21]=[CH:20][CH:19]=[CH:18][CH:17]=4)[C:23]#[N:24])[CH2:30][CH2:29]3)=[O:14])=[CH:9][NH:10][C:3]=12. (4) Given the reactants [NH2:1][C:2]1[N:3]([CH3:24])[C:4](=[O:23])[C:5]2([C:15]3[C:10](=[CH:11][CH:12]=[C:13](Br)[CH:14]=3)[O:9][CH:8]([C:17]3[CH:22]=[CH:21][CH:20]=[CH:19][CH:18]=3)[CH2:7]2)[N:6]=1.[OH:25][CH2:26][C:27]1[CH:32]=[CH:31][C:30](B(O)O)=[CH:29][CH:28]=1, predict the reaction product. The product is: [NH2:1][C:2]1[N:3]([CH3:24])[C:4](=[O:23])[C:5]2([C:15]3[C:10](=[CH:11][CH:12]=[C:13]([C:30]4[CH:31]=[CH:32][C:27]([CH2:26][OH:25])=[CH:28][CH:29]=4)[CH:14]=3)[O:9][CH:8]([C:17]3[CH:22]=[CH:21][CH:20]=[CH:19][CH:18]=3)[CH2:7]2)[N:6]=1. (5) Given the reactants [Cl:1][C:2]1[C:11]([S:12](Cl)(=[O:14])=[O:13])=[CH:10][CH:9]=[CH:8][C:3]=1[C:4]([O:6][CH3:7])=[O:5].C([O-])([O-])=O.[K+].[K+].[CH3:22][NH2:23].C1COCC1, predict the reaction product. The product is: [Cl:1][C:2]1[C:11]([S:12]([NH:23][CH3:22])(=[O:14])=[O:13])=[CH:10][CH:9]=[CH:8][C:3]=1[C:4]([O:6][CH3:7])=[O:5]. (6) Given the reactants [CH3:1][C:2]1[N:10]=[C:9]([N:11]2[CH2:15][CH2:14][CH2:13][C:12]2=[O:16])[CH:8]=[CH:7][C:3]=1[C:4]([OH:6])=O.[CH2:17]([C:19]1[CH:20]=[C:21]([CH3:31])[C:22]([N:25]2[CH2:30][CH2:29][NH:28][CH2:27][CH2:26]2)=[N:23][CH:24]=1)[CH3:18], predict the reaction product. The product is: [CH2:17]([C:19]1[CH:20]=[C:21]([CH3:31])[C:22]([N:25]2[CH2:26][CH2:27][N:28]([C:4]([C:3]3[CH:7]=[CH:8][C:9]([N:11]4[CH2:15][CH2:14][CH2:13][C:12]4=[O:16])=[N:10][C:2]=3[CH3:1])=[O:6])[CH2:29][CH2:30]2)=[N:23][CH:24]=1)[CH3:18].